This data is from Full USPTO retrosynthesis dataset with 1.9M reactions from patents (1976-2016). The task is: Predict the reactants needed to synthesize the given product. (1) Given the product [CH3:4][Si:2]([C:5]#[C:6][Si:7]([CH:11]([CH3:13])[CH3:12])([CH:8]([CH3:9])[CH3:10])[Br:14])([CH3:1])[CH3:3], predict the reactants needed to synthesize it. The reactants are: [CH3:1][Si:2]([C:5]#[C:6][SiH:7]([CH:11]([CH3:13])[CH3:12])[CH:8]([CH3:10])[CH3:9])([CH3:4])[CH3:3].[Br-:14]. (2) Given the product [Br:13][C:9]1[CH:8]=[C:7]2[C:12]3=[C:11]([CH2:1][CH2:2][N:3]3[CH2:4][CH2:5][CH2:6]2)[CH:10]=1, predict the reactants needed to synthesize it. The reactants are: [CH2:1]1[C:11]2=[C:12]3[C:7](=[CH:8][CH:9]=[CH:10]2)[CH2:6][CH2:5][CH2:4][N:3]3[CH2:2]1.[Br:13]N1C(=O)CCC1=O.S([O-])([O-])=O.[Na+].[Na+]. (3) Given the product [F:26][C:27]1[CH:28]=[C:29]([NH:34][C:35](=[O:36])[NH:1][C:2]2[CH:3]=[CH:4][C:5]([C:8]3[CH:16]=[C:15]4[C:11]([CH2:12][N:13]([C@@H:18]([CH:23]([CH3:25])[CH3:24])[C:19]([O:21][CH3:22])=[O:20])[C:14]4=[O:17])=[CH:10][CH:9]=3)=[CH:6][CH:7]=2)[CH:30]=[CH:31][C:32]=1[F:33], predict the reactants needed to synthesize it. The reactants are: [NH2:1][C:2]1[CH:7]=[CH:6][C:5]([C:8]2[CH:16]=[C:15]3[C:11]([CH2:12][N:13]([C@@H:18]([CH:23]([CH3:25])[CH3:24])[C:19]([O:21][CH3:22])=[O:20])[C:14]3=[O:17])=[CH:10][CH:9]=2)=[CH:4][CH:3]=1.[F:26][C:27]1[CH:28]=[C:29]([N:34]=[C:35]=[O:36])[CH:30]=[CH:31][C:32]=1[F:33]. (4) Given the product [C:10]([Si:14]([CH3:17])([CH3:16])[O:9][CH2:6][CH2:7][CH3:8])([CH3:13])([CH3:12])[CH3:11], predict the reactants needed to synthesize it. The reactants are: C(=O)=O.[H-].[Na+].[CH2:6]([OH:9])[CH2:7][CH3:8].[C:10]([Si:14]([CH3:17])([CH3:16])Cl)([CH3:13])([CH3:12])[CH3:11]. (5) Given the product [CH2:15]([NH:13][C:4](=[O:6])[C:3]1[CH:7]=[CH:8][C:9]([Cl:11])=[N:10][C:2]=1[Cl:1])[C:18]1[CH:17]=[CH:8][CH:7]=[CH:3][CH:2]=1, predict the reactants needed to synthesize it. The reactants are: [Cl:1][C:2]1[N:10]=[C:9]([Cl:11])[CH:8]=[CH:7][C:3]=1[C:4]([OH:6])=O.C[N:13]([CH:15]=O)C.[C:17](Cl)(=O)[C:18](Cl)=O. (6) Given the product [CH2:1]=[C:2]1[CH2:5][CH:4]([CH2:6][NH:7][C:15](=[O:16])[O:17][CH2:18][C:19]2[CH:24]=[CH:23][CH:22]=[CH:21][CH:20]=2)[CH2:3]1, predict the reactants needed to synthesize it. The reactants are: [CH2:1]=[C:2]1[CH2:5][CH:4]([CH2:6][NH2:7])[CH2:3]1.C([O-])([O-])=O.[Na+].[Na+].Cl[C:15]([O:17][CH2:18][C:19]1[CH:24]=[CH:23][CH:22]=[CH:21][CH:20]=1)=[O:16].O.